Dataset: Catalyst prediction with 721,799 reactions and 888 catalyst types from USPTO. Task: Predict which catalyst facilitates the given reaction. (1) Reactant: [NH2:1][C:2]1[S:3][CH:4]=[C:5]([C:7]2[CH:16]=[CH:15][C:10]3[O:11][CH2:12][CH2:13][O:14][C:9]=3[CH:8]=2)[N:6]=1.[C:17]1(=[O:27])[O:22][C:20](=[O:21])[C:19]2=[CH:23][CH:24]=[CH:25][CH:26]=[C:18]12. Product: [O:11]1[C:10]2[CH:15]=[CH:16][C:7]([C:5]3[N:6]=[C:2]([NH:1][C:17]([C:18]4[CH:26]=[CH:25][CH:24]=[CH:23][C:19]=4[C:20]([OH:22])=[O:21])=[O:27])[S:3][CH:4]=3)=[CH:8][C:9]=2[O:14][CH2:13][CH2:12]1. The catalyst class is: 17. (2) Reactant: CC1C=CC(C([O:8][CH2:9][C@@H:10]2[CH:14]([O:15]C(C3C=CC(C)=CC=3)=O)[CH2:13][C@H:12]([N:25]3[C:29]4=[N:30][C:31]([NH2:36])=[N:32][C:33]([O:34][CH3:35])=[C:28]4[C:27]([I:37])=[N:26]3)[O:11]2)=O)=CC=1.C[O-].[Na+].C(O)(=O)C. Product: [NH2:36][C:31]1[N:30]=[C:29]2[N:25]([C@@H:12]3[O:11][C@H:10]([CH2:9][OH:8])[CH:14]([OH:15])[CH2:13]3)[N:26]=[C:27]([I:37])[C:28]2=[C:33]([O:34][CH3:35])[N:32]=1. The catalyst class is: 5. (3) Reactant: [N+:1]([C:4]1[CH:5]=[N:6][N:7]([CH2:9][CH:10]=O)[CH:8]=1)([O-:3])=[O:2].[CH3:12][O:13][C:14]1[CH:15]=[C:16]2[C:20](=[CH:21][C:22]=1[O:23][CH3:24])[NH:19][CH2:18][CH2:17]2. Product: [CH3:12][O:13][C:14]1[CH:15]=[C:16]2[C:20](=[CH:21][C:22]=1[O:23][CH3:24])[N:19]([CH2:10][CH2:9][N:7]1[CH:8]=[C:4]([N+:1]([O-:3])=[O:2])[CH:5]=[N:6]1)[CH2:18][CH2:17]2. The catalyst class is: 2. (4) Reactant: [Mg].Br[C:3]1[CH:4]=[CH:5][C:6]2[O:10][CH:9]=[CH:8][C:7]=2[CH:11]=1.[Cl:12][C:13]1[CH:21]=[C:20]([Cl:22])[CH:19]=[C:18]2[C:14]=1[C:15](=[O:24])[C:16](=[O:23])[NH:17]2.O. Product: [OH:24][C:15]1([C:3]2[CH:4]=[CH:5][C:6]3[O:10][CH:9]=[CH:8][C:7]=3[CH:11]=2)[C:14]2[C:18](=[CH:19][C:20]([Cl:22])=[CH:21][C:13]=2[Cl:12])[NH:17][C:16]1=[O:23]. The catalyst class is: 1. (5) Reactant: [CH:1]([N:4]=[C:5]=[O:6])([CH3:3])[CH3:2].[CH3:7][O:8][CH2:9][CH2:10][C:11]1[N:12]([CH2:32][CH2:33][CH3:34])[C:13]2[C:22]3[CH:21]=[CH:20][C:19]([O:23][CH:24]4[CH2:29][CH2:28][NH:27][CH2:26][CH2:25]4)=[CH:18][C:17]=3[N:16]=[C:15]([NH2:30])[C:14]=2[N:31]=1. Product: [NH2:30][C:15]1[C:14]2[N:31]=[C:11]([CH2:10][CH2:9][O:8][CH3:7])[N:12]([CH2:32][CH2:33][CH3:34])[C:13]=2[C:22]2[CH:21]=[CH:20][C:19]([O:23][CH:24]3[CH2:29][CH2:28][N:27]([C:5]([NH:4][CH:1]([CH3:3])[CH3:2])=[O:6])[CH2:26][CH2:25]3)=[CH:18][C:17]=2[N:16]=1. The catalyst class is: 22.